This data is from TCR-epitope binding with 47,182 pairs between 192 epitopes and 23,139 TCRs. The task is: Binary Classification. Given a T-cell receptor sequence (or CDR3 region) and an epitope sequence, predict whether binding occurs between them. (1) The epitope is GTSGSPIVNR. The TCR CDR3 sequence is CASSLGNNEQFF. Result: 1 (the TCR binds to the epitope). (2) The epitope is RAKFKQLL. The TCR CDR3 sequence is CASSLTGPGDQPQHF. Result: 1 (the TCR binds to the epitope). (3) The epitope is KLPDDFTGCV. The TCR CDR3 sequence is CASSQDLRTSETQYF. Result: 1 (the TCR binds to the epitope).